Dataset: Forward reaction prediction with 1.9M reactions from USPTO patents (1976-2016). Task: Predict the product of the given reaction. Given the reactants [CH3:1][O:2][C:3]1[CH:8]=[C:7]([B:9]2[O:13][C:12]([CH3:15])([CH3:14])[C:11]([CH3:17])([CH3:16])[O:10]2)[CH:6]=[CH:5][C:4]=1[OH:18].CN(C=O)C.[H-].[Na+].[CH3:26][O:27][C:28]1[CH:35]=[CH:34][C:31]([CH2:32]Cl)=[CH:30][CH:29]=1, predict the reaction product. The product is: [CH3:1][O:2][C:3]1[CH:8]=[C:7]([B:9]2[O:10][C:11]([CH3:17])([CH3:16])[C:12]([CH3:14])([CH3:15])[O:13]2)[CH:6]=[CH:5][C:4]=1[O:18][CH2:32][C:31]1[CH:34]=[CH:35][C:28]([O:27][CH3:26])=[CH:29][CH:30]=1.